Predict the reactants needed to synthesize the given product. From a dataset of Full USPTO retrosynthesis dataset with 1.9M reactions from patents (1976-2016). (1) Given the product [CH3:26][O:25][C:23]1[CH:22]=[C:21]([CH:20]=[C:19]([C:17]2[O:16][N:15]=[C:14]([CH:9]3[CH2:10][CH2:11][CH2:12][CH2:13][N:8]3[CH2:6][C:31]3[CH:30]=[CH:11][CH:10]=[CH:9][N:8]=3)[N:18]=2)[CH:24]=1)[C:27]#[N:28], predict the reactants needed to synthesize it. The reactants are: C(O[C:6]([N:8]1[CH2:13][CH2:12][CH2:11][CH2:10][CH:9]1[C:14]1[N:18]=[C:17]([C:19]2[CH:24]=[C:23]([O:25][CH3:26])[CH:22]=[C:21]([C:27]#[N:28])[CH:20]=2)[O:16][N:15]=1)=O)(C)(C)C.F[C:30](F)(F)[C:31](O)=O. (2) Given the product [C:20]([C:22]1[C:23]([C:32]2[CH:37]=[CH:36][CH:35]=[C:34]([N+:38]([O-:40])=[O:39])[CH:33]=2)=[N:24][C:25]([S:30][CH3:31])=[N:26][C:27]=1[CH2:8][CH2:7][CH:9]([C:17]([O:19][CH2:41][CH3:42])=[O:18])[C:10]([O:12][C:13]([CH3:15])([CH3:14])[CH3:16])=[O:11])#[N:21], predict the reactants needed to synthesize it. The reactants are: C(=O)([O-])[O-].[K+].[K+].[CH2:7]([CH:9]([C:17]([O-:19])=[O:18])[C:10]([O:12][C:13]([CH3:16])([CH3:15])[CH3:14])=[O:11])[CH3:8].[C:20]([C:22]1[C:23]([C:32]2[CH:37]=[CH:36][CH:35]=[C:34]([N+:38]([O-:40])=[O:39])[CH:33]=2)=[N:24][C:25]([S:30][CH3:31])=[N:26][C:27]=1C=C)#[N:21].[CH3:41][CH2:42]O. (3) Given the product [ClH:12].[Br:1][C:2]1[C:3]([CH3:11])=[N:4][N:5]([CH2:8][CH2:9][NH2:10])[C:6]=1[CH3:7], predict the reactants needed to synthesize it. The reactants are: [Br:1][C:2]1[C:3]([CH3:11])=[N:4][N:5]([CH2:8][CH2:9][NH2:10])[C:6]=1[CH3:7].[ClH:12]. (4) Given the product [C:26]([O:24][CH:8]([CH2:9][O:10][CH2:11][C:12]([F:22])([F:23])[C:13]([F:21])([F:20])[C:14]([F:18])([F:19])[CH:15]([F:16])[F:17])[CH2:7][N:4]1[CH2:5][CH2:6][O:1][CH2:2][CH2:3]1)(=[O:27])[CH3:25], predict the reactants needed to synthesize it. The reactants are: [O:1]1[CH2:6][CH2:5][N:4]([CH2:7][CH:8]([OH:24])[CH2:9][O:10][CH2:11][C:12]([F:23])([F:22])[C:13]([F:21])([F:20])[C:14]([F:19])([F:18])[CH:15]([F:17])[F:16])[CH2:3][CH2:2]1.[CH3:25][C:26](OCC1C2C(=CC=CC=2)C(COC(C)=O)=C2C=1C=CC=C2)=[O:27]. (5) Given the product [CH3:1][O:2][C:3]1[CH:8]=[CH:7][C:6]([C@@:9]23[C:18](=[O:19])[CH:17]([C:25]([O:26][CH3:27])=[O:28])[CH2:16][CH2:15][C@H:14]2[C@H:13]([CH3:20])[C:12]2([O:21][CH2:22][CH2:23][O:24]2)[CH2:11][CH2:10]3)=[CH:5][CH:4]=1, predict the reactants needed to synthesize it. The reactants are: [CH3:1][O:2][C:3]1[CH:8]=[CH:7][C:6]([C@@:9]23[C:18](=[O:19])[CH2:17][CH2:16][CH2:15][C@H:14]2[C@H:13]([CH3:20])[C:12]2([O:24][CH2:23][CH2:22][O:21]2)[CH2:11][CH2:10]3)=[CH:5][CH:4]=1.[C:25](=O)([O:28]C)[O:26][CH3:27].[H-].[Na+].[H-].[K+].